Dataset: Catalyst prediction with 721,799 reactions and 888 catalyst types from USPTO. Task: Predict which catalyst facilitates the given reaction. (1) Reactant: [C:1]([C:9]1[CH:26]=[C:25]([O:27][CH3:28])[CH:24]=[CH:23][C:10]=1[C:11]([N:13]([CH:20]1[CH2:22][CH2:21]1)[CH2:14][C:15]1[S:16][CH:17]=[CH:18][N:19]=1)=[O:12])(=[O:8])[C:2]1[CH:7]=[CH:6][CH:5]=[CH:4][CH:3]=1. Product: [CH:20]1([N:13]2[CH:14]([C:15]3[S:16][CH:17]=[CH:18][N:19]=3)[C:1]([OH:8])([C:2]3[CH:7]=[CH:6][CH:5]=[CH:4][CH:3]=3)[C:9]3[C:10](=[CH:23][CH:24]=[C:25]([O:27][CH3:28])[CH:26]=3)[C:11]2=[O:12])[CH2:21][CH2:22]1. The catalyst class is: 6. (2) Reactant: [CH3:1][S:2][C:3]1[S:4][C:5]([C:21]([O:23]CC)=O)=[C:6]2[CH2:20][CH2:19][C:9]3[N:10]=[C:11]([C:13]4[CH:18]=[CH:17][CH:16]=[CH:15][CH:14]=4)[NH:12][C:8]=3[C:7]=12.[NH3:26].O. Product: [CH3:1][S:2][C:3]1[S:4][C:5]([C:21]([NH2:26])=[O:23])=[C:6]2[CH2:20][CH2:19][C:9]3[N:10]=[C:11]([C:13]4[CH:14]=[CH:15][CH:16]=[CH:17][CH:18]=4)[NH:12][C:8]=3[C:7]=12. The catalyst class is: 111. (3) Reactant: C([O:3][C:4](=[O:26])[CH2:5][O:6][C:7]1[CH:12]=[C:11](Cl)[CH:10]=[CH:9][C:8]=1[C:14](=[O:25])[NH:15][CH2:16][C:17]1[CH:22]=[CH:21][C:20]([Br:23])=[CH:19][C:18]=1[F:24])C.[OH-].[Na+].Cl.[CH2:30]([OH:32])C. Product: [Br:23][C:20]1[CH:21]=[CH:22][C:17]([CH2:16][NH:15][C:14]([C:8]2[CH:9]=[CH:10][C:11]([O:32][CH3:30])=[CH:12][C:7]=2[O:6][CH2:5][C:4]([OH:3])=[O:26])=[O:25])=[C:18]([F:24])[CH:19]=1. The catalyst class is: 13.